This data is from Reaction yield outcomes from USPTO patents with 853,638 reactions. The task is: Predict the reaction yield, written as a fraction of the theoretical maximum amount of product (1.0 means a 100% yield; for example, 0.34 means a 34% yield). (1) The reactants are [OH:1][CH2:2][CH:3]1[CH2:8][CH2:7][CH2:6][CH2:5][N:4]1[C:9]([O:11][C:12]([CH3:15])([CH3:14])[CH3:13])=[O:10].[H-].[Na+].[N+:18]([C:21]1[CH:28]=[CH:27][CH:26]=[C:25]([N+]([O-])=O)[C:22]=1[C:23]#[N:24])([O-:20])=[O:19]. The catalyst is C1COCC1.CN(C=O)C.O. The product is [C:23]([C:22]1[C:21]([N+:18]([O-:20])=[O:19])=[CH:28][CH:27]=[CH:26][C:25]=1[O:1][CH2:2][CH:3]1[CH2:8][CH2:7][CH2:6][CH2:5][N:4]1[C:9]([O:11][C:12]([CH3:15])([CH3:14])[CH3:13])=[O:10])#[N:24]. The yield is 0.706. (2) The reactants are [NH2:1][C:2]1[CH:3]=[C:4]([CH:36]=[CH:37][CH:38]=1)[O:5][C:6]1[CH:21]=[CH:20][C:9]([C:10]([NH:12][C:13]2[CH:18]=[CH:17][CH:16]=[C:15]([Br:19])[CH:14]=2)=[O:11])=[CH:8][C:7]=1[NH:22][C:23]1[C:24]2[CH:32]=[CH:31][C:30]([CH:33]([CH3:35])[CH3:34])=[N:29][C:25]=2[N:26]=[CH:27][N:28]=1.[C:39]([O:43][C:44]([NH:46][CH2:47][C:48](O)=[O:49])=[O:45])([CH3:42])([CH3:41])[CH3:40].Cl.CN(C)CCCN=C=NCC.O.ON1C2C=CC=CC=2N=N1.C(N(CC)C(C)C)(C)C. The catalyst is CN(C)C=O.O. The product is [C:39]([O:43][C:44](=[O:45])[NH:46][CH2:47][C:48](=[O:49])[NH:1][C:2]1[CH:38]=[CH:37][CH:36]=[C:4]([O:5][C:6]2[CH:21]=[CH:20][C:9]([C:10](=[O:11])[NH:12][C:13]3[CH:18]=[CH:17][CH:16]=[C:15]([Br:19])[CH:14]=3)=[CH:8][C:7]=2[NH:22][C:23]2[C:24]3[CH:32]=[CH:31][C:30]([CH:33]([CH3:35])[CH3:34])=[N:29][C:25]=3[N:26]=[CH:27][N:28]=2)[CH:3]=1)([CH3:42])([CH3:40])[CH3:41]. The yield is 0.690. (3) The reactants are C[Si](C)(C)CCOC[N:7]1[C:11]2[N:12]=[CH:13][N:14]=[C:15]([C:16]3[CH:17]=[N:18][N:19]([CH:21]([CH2:25][CH2:26][CH2:27][CH2:28][CH3:29])[CH2:22][C:23]#[N:24])[CH:20]=3)[C:10]=2[CH:9]=[CH:8]1.C(#N)C.O.F[B-](F)(F)F.[Li+].[OH-].[NH4+]. No catalyst specified. The product is [N:12]1[C:11]2[NH:7][CH:8]=[CH:9][C:10]=2[C:15]([C:16]2[CH:17]=[N:18][N:19]([CH:21]([CH2:25][CH2:26][CH2:27][CH2:28][CH3:29])[CH2:22][C:23]#[N:24])[CH:20]=2)=[N:14][CH:13]=1. The yield is 0.640. (4) The reactants are [C:1]1([C:17]2[CH:22]=[CH:21][CH:20]=[CH:19][CH:18]=2)[CH:6]=[CH:5][CH:4]=[CH:3][C:2]=1[C:7]1[CH:15]=[CH:14][CH:13]=[C:12]2[C:8]=1[CH:9]=[C:10](Br)[CH2:11]2.[CH:23]1([Mg]Br)[CH2:25][CH2:24]1.O1CCCC1. The catalyst is C1C=CC(P(C2C=CC=CC=2)C2C=CC=CC=2)=CC=1.C1C=CC(P(C2C=CC=CC=2)C2C=CC=CC=2)=CC=1.Cl[Pd]Cl.C1(C)C=CC=CC=1. The product is [C:1]1([C:17]2[CH:22]=[CH:21][CH:20]=[CH:19][CH:18]=2)[CH:6]=[CH:5][CH:4]=[CH:3][C:2]=1[C:7]1[CH:15]=[CH:14][CH:13]=[C:12]2[C:8]=1[CH:9]=[C:10]([CH:23]1[CH2:25][CH2:24]1)[CH2:11]2. The yield is 0.370. (5) The yield is 1.00. The reactants are [C:1](Cl)(=[O:8])[C:2]1[CH:7]=[CH:6][CH:5]=[CH:4][CH:3]=1.[C:10]([O:14][C:15]([N:17]1[C:25]2[C:20](=[CH:21][C:22]([NH2:26])=[CH:23][CH:24]=2)[CH2:19][CH2:18]1)=[O:16])([CH3:13])([CH3:12])[CH3:11].C(N(CC)CC)C. The catalyst is ClCCl. The product is [C:10]([O:14][C:15]([N:17]1[C:25]2[C:20](=[CH:21][C:22]([NH:26][C:1](=[O:8])[C:2]3[CH:7]=[CH:6][CH:5]=[CH:4][CH:3]=3)=[CH:23][CH:24]=2)[CH2:19][CH2:18]1)=[O:16])([CH3:13])([CH3:11])[CH3:12]. (6) The reactants are [O:1]([C:8]1[CH:29]=[CH:28][C:11]([O:12][C:13]2[N:21]=[CH:20][C:19]([NH:22][CH:23]3[CH2:27][CH2:26][NH:25][CH2:24]3)=[CH:18][C:14]=2[C:15]([NH2:17])=[O:16])=[CH:10][CH:9]=1)[C:2]1[CH:7]=[CH:6][CH:5]=[CH:4][CH:3]=1.C(N(CC)C(C)C)(C)C.[C:39](Cl)(=[O:43])/[CH:40]=[CH:41]/[CH3:42]. The catalyst is C(Cl)Cl. The product is [C:39]([N:25]1[CH2:26][CH2:27][CH:23]([NH:22][C:19]2[CH:20]=[N:21][C:13]([O:12][C:11]3[CH:28]=[CH:29][C:8]([O:1][C:2]4[CH:3]=[CH:4][CH:5]=[CH:6][CH:7]=4)=[CH:9][CH:10]=3)=[C:14]([CH:18]=2)[C:15]([NH2:17])=[O:16])[CH2:24]1)(=[O:43])/[CH:40]=[CH:41]/[CH3:42]. The yield is 0.157. (7) The reactants are [Br:1][C:2]1[N:7]=[CH:6][C:5]([C:8]([OH:11])([CH3:10])[CH3:9])=[CH:4][CH:3]=1.[H-].[Na+].[CH3:14][Si:15]([CH2:18][CH2:19][O:20][CH2:21]Cl)([CH3:17])[CH3:16]. The catalyst is CN(C=O)C. The product is [Br:1][C:2]1[CH:3]=[CH:4][C:5]([C:8]([CH3:9])([O:11][CH2:21][O:20][CH2:19][CH2:18][Si:15]([CH3:17])([CH3:16])[CH3:14])[CH3:10])=[CH:6][N:7]=1. The yield is 0.560.